This data is from Reaction yield outcomes from USPTO patents with 853,638 reactions. The task is: Predict the reaction yield, written as a fraction of the theoretical maximum amount of product (1.0 means a 100% yield; for example, 0.34 means a 34% yield). (1) The product is [CH2:3]([O:5][C:6]([C:8]1[N:9]([CH2:14][CH2:15][CH2:16][CH3:17])[N:10]=[C:11]([NH2:13])[CH:12]=1)=[O:7])[CH3:4]. The reactants are [H-].[Na+].[CH2:3]([O:5][C:6]([C:8]1[CH:12]=[C:11]([NH2:13])[NH:10][N:9]=1)=[O:7])[CH3:4].[CH2:14](I)[CH2:15][CH2:16][CH3:17]. The yield is 0.380. The catalyst is C(#N)C. (2) The reactants are [CH:1]([Mg]Br)=[CH2:2].[CH3:5][O:6][C:7]1[CH:8]=[C:9]([CH:12]=[C:13]([O:15][CH3:16])[CH:14]=1)[CH2:10]Br. The catalyst is C1COCC1.[Cu]I. The product is [CH2:10]([C:9]1[CH:8]=[C:7]([O:6][CH3:5])[CH:14]=[C:13]([O:15][CH3:16])[CH:12]=1)[CH:1]=[CH2:2]. The yield is 1.00. (3) The reactants are [CH3:1][O:2][C:3]1[CH:4]=[C:5]2[C:10](=[CH:11][C:12]=1[O:13][CH3:14])[N:9]=[CH:8][CH:7]=[C:6]2[S:15][C:16]1[S:17][C:18]([NH2:21])=[CH:19][N:20]=1.[C:22]1([N:28]=[C:29]=[O:30])[CH:27]=[CH:26][CH:25]=[CH:24][CH:23]=1.C(OCC)(=O)C.O. The catalyst is CN(C)C=O.CO. The product is [CH3:1][O:2][C:3]1[CH:4]=[C:5]2[C:10](=[CH:11][C:12]=1[O:13][CH3:14])[N:9]=[CH:8][CH:7]=[C:6]2[S:15][C:16]1[S:17][C:18]([NH:21][C:29]([NH:28][C:22]2[CH:27]=[CH:26][CH:25]=[CH:24][CH:23]=2)=[O:30])=[CH:19][N:20]=1. The yield is 0.600. (4) The reactants are [N:1]([CH:4]([CH:6]1[CH2:10][CH2:9][N:8]([C:11]2[CH:16]=[CH:15][C:14]([Cl:17])=[CH:13][C:12]=2[N+:18]([O-:20])=[O:19])[CH2:7]1)[CH3:5])=[N+]=[N-].C1(P(C2C=CC=CC=2)C2C=CC=CC=2)C=CC=CC=1.O. The catalyst is O1CCCC1. The product is [Cl:17][C:14]1[CH:15]=[CH:16][C:11]([N:8]2[CH2:9][CH2:10][CH:6]([CH:4]([NH2:1])[CH3:5])[CH2:7]2)=[C:12]([N+:18]([O-:20])=[O:19])[CH:13]=1. The yield is 0.650. (5) The reactants are [NH2:1][C:2]1[N:7]=[C:6]([NH:8][C@H:9]([C:11]2[N:16]=[C:15]3[CH:17]=[CH:18][N:19]([CH3:20])[C:14]3=[CH:13][C:12]=2[N:21]2[CH2:25][CH2:24][CH:23]([N:26]3C(=O)C4C(=CC=CC=4)C3=O)[CH2:22]2)[CH3:10])[C:5]([C:37]#[N:38])=[C:4]([CH3:39])[N:3]=1.O.NN. The catalyst is C(O)C.C(#N)C. The product is [NH2:1][C:2]1[N:7]=[C:6]([NH:8][C@H:9]([C:11]2[N:16]=[C:15]3[CH:17]=[CH:18][N:19]([CH3:20])[C:14]3=[CH:13][C:12]=2[N:21]2[CH2:25][CH2:24][C@H:23]([NH2:26])[CH2:22]2)[CH3:10])[C:5]([C:37]#[N:38])=[C:4]([CH3:39])[N:3]=1. The yield is 0.920. (6) The reactants are [OH:1][C:2]1[CH:11]=[C:10]2[C:5]([CH2:6][CH2:7][CH2:8][C:9]2=[O:12])=[CH:4][CH:3]=1.[Br:13][C:14]1[CH:19]=[CH:18][C:17]([Cl:20])=[CH:16][C:15]=1[CH2:21]Br.C(=O)([O-])[O-].[K+].[K+]. The catalyst is CN(C)C=O.C(OCC)(=O)C. The product is [Br:13][C:14]1[CH:19]=[CH:18][C:17]([Cl:20])=[CH:16][C:15]=1[CH2:21][O:1][C:2]1[CH:11]=[C:10]2[C:5]([CH2:6][CH2:7][CH2:8][C:9]2=[O:12])=[CH:4][CH:3]=1. The yield is 0.890. (7) The reactants are [CH2:1]([O:8][C:9]([N:11]1[CH2:16][CH2:15][CH:14]([C:17](Cl)=[O:18])[CH2:13][CH2:12]1)=[O:10])[C:2]1[CH:7]=[CH:6][CH:5]=[CH:4][CH:3]=1.[NH2:20][C:21]1[CH:26]=[C:25]([Cl:27])[N:24]=[CH:23][N:22]=1. The catalyst is CN(C1C=CN=CC=1)C.ClCCl. The product is [CH2:1]([O:8][C:9]([N:11]1[CH2:16][CH2:15][CH:14]([C:17](=[O:18])[NH:20][C:21]2[CH:26]=[C:25]([Cl:27])[N:24]=[CH:23][N:22]=2)[CH2:13][CH2:12]1)=[O:10])[C:2]1[CH:7]=[CH:6][CH:5]=[CH:4][CH:3]=1. The yield is 0.790. (8) The reactants are [C:1]1([C:14]([OH:16])=O)[C:13]2[NH:12][C:11]3[C:6](=[CH:7][CH:8]=[CH:9][CH:10]=3)[C:5]=2[CH:4]=[CH:3][CH:2]=1.[N:17]1([C:22]2[CH:23]=[C:24]([CH:26]=[CH:27][CH:28]=2)[NH2:25])[CH:21]=[N:20][N:19]=[CH:18]1.Cl.C(N=C=NCCCN(C)C)C. The catalyst is ClCCl.CN(C)C1C=CN=CC=1. The product is [N:19]1[N:20]=[CH:21][N:17]([C:22]2[CH:23]=[C:24]([NH:25][C:14]([C:1]3[C:13]4[NH:12][C:11]5[C:6](=[CH:7][CH:8]=[CH:9][CH:10]=5)[C:5]=4[CH:4]=[CH:3][CH:2]=3)=[O:16])[CH:26]=[CH:27][CH:28]=2)[CH:18]=1. The yield is 0.154. (9) The reactants are [H-].[Al+3].[Li+].[H-].[H-].[H-].C([O:9][C:10]([C:12]1[S:16][C:15]([C:17]2[S:18][CH:19]=[CH:20][CH:21]=2)=[N:14][CH:13]=1)=O)C.C(OCC)(=O)C. The catalyst is C(OCC)C. The product is [S:18]1[CH:19]=[CH:20][CH:21]=[C:17]1[C:15]1[S:16][C:12]([CH2:10][OH:9])=[CH:13][N:14]=1. The yield is 0.720. (10) The reactants are [N:1]1[CH:6]=[CH:5][CH:4]=[CH:3][C:2]=1[S:7](Cl)(=[O:9])=[O:8].[C:11]([O:15][C:16](=[O:35])[NH:17][C@H:18]([C:23](=[O:34])[NH:24][C@H:25]1[CH2:31][CH2:30][C@@H:29]([CH3:32])[NH:28][CH2:27][C@@H:26]1[OH:33])[CH2:19][CH:20]([CH3:22])[CH3:21])([CH3:14])([CH3:13])[CH3:12].C(=O)(O)[O-].[Na+]. The catalyst is C(Cl)Cl.O.CCOC(C)=O. The product is [C:11]([O:15][C:16](=[O:35])[NH:17][C@H:18]([C:23](=[O:34])[NH:24][C@H:25]1[CH2:31][CH2:30][C@@H:29]([CH3:32])[NH:28][CH:27]([S:7]([C:2]2[CH:3]=[CH:4][CH:5]=[CH:6][N:1]=2)(=[O:9])=[O:8])[C@H:26]1[OH:33])[CH2:19][CH:20]([CH3:22])[CH3:21])([CH3:13])([CH3:14])[CH3:12]. The yield is 0.700.